Dataset: Full USPTO retrosynthesis dataset with 1.9M reactions from patents (1976-2016). Task: Predict the reactants needed to synthesize the given product. (1) Given the product [N:1]1[C:10]2[C:5](=[CH:6][CH:7]=[CH:8][CH:9]=2)[CH:4]=[CH:3][C:2]=1[CH2:11][O:12][C:13]1[CH:14]=[CH:15][C:16]([CH2:19][CH2:20][N:21]2[CH2:26][CH2:25][C:24](=[C:27]3[C:33]4[CH:34]=[CH:35][CH:36]=[CH:37][C:32]=4[CH2:31][CH2:30][N:29]4[C:38]([CH2:41][C:51]([O:52][CH3:53])=[O:47])=[CH:39][N:40]=[C:28]34)[CH2:23][CH2:22]2)=[CH:17][CH:18]=1, predict the reactants needed to synthesize it. The reactants are: [N:1]1[C:10]2[C:5](=[CH:6][CH:7]=[CH:8][CH:9]=2)[CH:4]=[CH:3][C:2]=1[CH2:11][O:12][C:13]1[CH:18]=[CH:17][C:16]([CH2:19][CH2:20][N:21]2[CH2:26][CH2:25][C:24](=[C:27]3[C:33]4[CH:34]=[CH:35][CH:36]=[CH:37][C:32]=4[CH2:31][CH2:30][N:29]4[C:38]([CH:41]=O)=[CH:39][N:40]=[C:28]34)[CH2:23][CH2:22]2)=[CH:15][CH:14]=1.CSCS(C)=[O:47].C1[CH2:53][O:52][CH2:51]C1. (2) Given the product [CH2:1]([N:4]1[C:13]2[C:8](=[CH:9][C:10]([C:14]([NH:20][CH3:19])=[O:16])=[CH:11][CH:12]=2)[CH2:7][CH2:6][CH2:5]1)[CH:2]=[CH2:3], predict the reactants needed to synthesize it. The reactants are: [CH2:1]([N:4]1[C:13]2[C:8](=[CH:9][C:10]([C:14]([OH:16])=O)=[CH:11][CH:12]=2)[CH2:7][CH2:6][CH2:5]1)[CH:2]=[CH2:3].C(C1NC=CN=1)([C:19]1[NH:20]C=CN=1)=O.CN. (3) Given the product [NH:10]1[C:11]2[C:16](=[CH:15][CH:14]=[CH:13][CH:12]=2)[CH:17]=[C:9]1[C:6]([CH3:7])([CH3:8])[C:4]([O:3][CH2:1][CH3:2])=[O:5], predict the reactants needed to synthesize it. The reactants are: [CH2:1]([O:3][C:4]([C:6]([C:9]1[N:10](C(OC(C)(C)C)=O)[C:11]2[C:16]([CH:17]=1)=[CH:15][CH:14]=[CH:13][CH:12]=2)([CH3:8])[CH3:7])=[O:5])[CH3:2]. (4) Given the product [Cl:36][C:25]1[N:24]=[C:23]2[C:28]([N:20]([CH2:19][C@H:16]3[CH2:17][CH2:18][C@H:13]([CH2:12][I:37])[CH2:14][CH2:15]3)[CH:21]=[N:22]2)=[C:27]([NH:29][C@@H:30]([CH:32]2[CH2:33][CH2:34][CH2:35]2)[CH3:31])[N:26]=1, predict the reactants needed to synthesize it. The reactants are: CC1C=CC(S(O[CH2:12][C@H:13]2[CH2:18][CH2:17][C@H:16]([CH2:19][N:20]3[C:28]4[C:23](=[N:24][C:25]([Cl:36])=[N:26][C:27]=4[NH:29][C@@H:30]([CH:32]4[CH2:35][CH2:34][CH2:33]4)[CH3:31])[N:22]=[CH:21]3)[CH2:15][CH2:14]2)(=O)=O)=CC=1.[I-:37].[Na+]. (5) The reactants are: [F:1][C:2]([F:42])([F:41])[C:3]1[CH:8]=[CH:7][C:6]([N:9]2[CH2:14][CH2:13][CH:12]([O:15][C:16]3[CH:40]=[CH:39][C:19]4[N:20]=[C:21]([C:23]([NH:25][CH:26]5[CH2:31][CH2:30][N:29](C(OC(C)(C)C)=O)[CH2:28][CH2:27]5)=[O:24])[S:22][C:18]=4[CH:17]=3)[CH2:11][CH2:10]2)=[CH:5][CH:4]=1.Cl. Given the product [NH:29]1[CH2:30][CH2:31][CH:26]([NH:25][C:23]([C:21]2[S:22][C:18]3[CH:17]=[C:16]([O:15][CH:12]4[CH2:11][CH2:10][N:9]([C:6]5[CH:5]=[CH:4][C:3]([C:2]([F:42])([F:1])[F:41])=[CH:8][CH:7]=5)[CH2:14][CH2:13]4)[CH:40]=[CH:39][C:19]=3[N:20]=2)=[O:24])[CH2:27][CH2:28]1, predict the reactants needed to synthesize it. (6) Given the product [CH3:41][C:37]([O:27][C:25]1[CH:24]=[CH:23][CH:22]=[C:21]2[C:26]=1[C:17]([NH:16][C:4]1[CH:5]=[CH:6][C:7]([O:8][CH2:9][C:10]3[CH:15]=[CH:14][CH:13]=[CH:12][N:11]=3)=[C:2]([CH3:1])[CH:3]=1)=[N:18][CH:19]=[N:20]2)([CH3:42])[C:38]([NH2:40])=[O:39], predict the reactants needed to synthesize it. The reactants are: [CH3:1][C:2]1[CH:3]=[C:4]([NH:16][C:17]2[C:26]3[C:25]([OH:27])=[CH:24][CH:23]=[CH:22][C:21]=3[N:20]=[CH:19][N:18]=2)[CH:5]=[CH:6][C:7]=1[O:8][CH2:9][C:10]1[CH:15]=[CH:14][CH:13]=[CH:12][N:11]=1.C(=O)([O-])[O-].[Cs+].[Cs+].[H-].[Na+].Br[C:37]([CH3:42])([CH3:41])[C:38]([NH2:40])=[O:39].[Cl-].[NH4+]. (7) Given the product [Cl:11][C:6]1[N:5]=[C:4]([N:12]2[CH2:17][CH2:16][O:15][CH2:14][C@@H:13]2[CH3:18])[N:3]=[C:2]([NH:30][CH:28]2[CH2:27][N:26]([C:24]([O:23][C:19]([CH3:22])([CH3:21])[CH3:20])=[O:25])[CH2:29]2)[C:7]=1[CH2:8][CH2:9][OH:10], predict the reactants needed to synthesize it. The reactants are: Cl[C:2]1[C:7]([CH2:8][CH2:9][OH:10])=[C:6]([Cl:11])[N:5]=[C:4]([N:12]2[CH2:17][CH2:16][O:15][CH2:14][C@@H:13]2[CH3:18])[N:3]=1.[C:19]([O:23][C:24]([N:26]1[CH2:29][CH:28]([NH2:30])[CH2:27]1)=[O:25])([CH3:22])([CH3:21])[CH3:20].CCN(C(C)C)C(C)C.O. (8) Given the product [OH:45][CH:42]([CH2:43][OH:44])[CH2:41][N:40]([CH3:39])[CH2:2][CH2:3][CH2:4][S:5](=[O:38])([C:32]1[CH:37]=[CH:36][CH:35]=[CH:34][CH:33]=1)=[N:6][C:7](=[O:31])[C:8]1[CH:13]=[C:12]([C:14]#[C:15][C:16]2[CH:21]=[CH:20][CH:19]=[C:18]([NH:22][C:23]([C:25]3[O:26][CH:27]=[CH:28][C:29]=3[CH3:30])=[O:24])[CH:17]=2)[CH:11]=[N:10][CH:9]=1, predict the reactants needed to synthesize it. The reactants are: Br[CH2:2][CH2:3][CH2:4][S:5](=[O:38])([C:32]1[CH:37]=[CH:36][CH:35]=[CH:34][CH:33]=1)=[N:6][C:7](=[O:31])[C:8]1[CH:13]=[C:12]([C:14]#[C:15][C:16]2[CH:21]=[CH:20][CH:19]=[C:18]([NH:22][C:23]([C:25]3[O:26][CH:27]=[CH:28][C:29]=3[CH3:30])=[O:24])[CH:17]=2)[CH:11]=[N:10][CH:9]=1.[CH3:39][NH:40][CH2:41][CH:42]([OH:45])[CH2:43][OH:44]. (9) Given the product [CH:36]([N:5]1[CH2:6][C@@H:1]2[CH2:7][C@H:4]1[CH2:3][N:2]2[C:8]1[N:13]2[CH:14]=[CH:15][N:16]=[C:12]2[CH:11]=[C:10]([C:17]2[CH:22]=[CH:21][N:20]=[C:19]([NH:23][CH2:24][C:25]3[C:34]4[C:29](=[CH:30][CH:31]=[CH:32][CH:33]=4)[CH:28]=[CH:27][CH:26]=3)[CH:18]=2)[N:9]=1)([CH3:38])[CH3:35], predict the reactants needed to synthesize it. The reactants are: [CH:1]12[CH2:7][CH:4]([NH:5][CH2:6]1)[CH2:3][N:2]2[C:8]1[N:13]2[CH:14]=[CH:15][N:16]=[C:12]2[CH:11]=[C:10]([C:17]2[CH:22]=[CH:21][N:20]=[C:19]([NH:23][CH2:24][C:25]3[C:34]4[C:29](=[CH:30][CH:31]=[CH:32][CH:33]=4)[CH:28]=[CH:27][CH:26]=3)[CH:18]=2)[N:9]=1.[CH3:35][C:36]([CH3:38])=O.CO.